Dataset: Reaction yield outcomes from USPTO patents with 853,638 reactions. Task: Predict the reaction yield, written as a fraction of the theoretical maximum amount of product (1.0 means a 100% yield; for example, 0.34 means a 34% yield). (1) The reactants are [CH:1]1([C:4]2[NH:8][N:7]=[C:6]([NH:9][C:10]3[N:15]=[C:14]([NH:16][C@H:17]([C:19]4[CH:24]=[CH:23][C:22]([F:25])=[CH:21][CH:20]=4)[CH3:18])[C:13]([NH2:26])=[CH:12][CH:11]=3)[CH:5]=2)[CH2:3][CH2:2]1.Cl.[C:28](N)(=N)[CH3:29].C([O-])(O)=O.[Na+].CCOC(C)=O. The catalyst is CCO. The product is [CH:1]1([C:4]2[NH:8][N:7]=[C:6]([NH:9][C:10]3[N:15]=[C:14]4[N:16]([C@H:17]([C:19]5[CH:20]=[CH:21][C:22]([F:25])=[CH:23][CH:24]=5)[CH3:18])[C:28]([CH3:29])=[N:26][C:13]4=[CH:12][CH:11]=3)[CH:5]=2)[CH2:3][CH2:2]1. The yield is 0.430. (2) The reactants are Cl[C:2]1[N:7]=[C:6]([NH:8][C:9]2[CH:14]=[CH:13][C:12]3[O:15][CH2:16][CH2:17][O:18][C:11]=3[CH:10]=2)[C:5]([F:19])=[CH:4][N:3]=1.[NH2:20][C:21]1[CH:22]=[N:23][CH:24]=[CH:25][CH:26]=1.CC(C)([O-])C.[Na+].C1C=CC(P(C2C=CC3C(=CC=CC=3)C=2C2C3C(=CC=CC=3)C=CC=2P(C2C=CC=CC=2)C2C=CC=CC=2)C2C=CC=CC=2)=CC=1.C(N(CC)C(C)C)(C)C. The catalyst is C1(C)C=CC=CC=1.C([O-])(=O)C.[Pd+2].C([O-])(=O)C. The product is [CH2:17]1[CH2:16][O:15][C:12]2[CH:13]=[CH:14][C:9]([NH:8][C:6]3[C:5]([F:19])=[CH:4][N:3]=[C:2]([NH:20][C:21]4[CH:22]=[N:23][CH:24]=[CH:25][CH:26]=4)[N:7]=3)=[CH:10][C:11]=2[O:18]1. The yield is 0.140. (3) The reactants are FC(F)(F)C1C=C(NC(=O)NC2C=CC(C3SC(CCC(OC)=O)=NC=3)=CC=2)C=CC=1.[NH2:32][C:33]1[CH:38]=[CH:37][C:36]([C:39]2[S:43][C:42]([CH:44]3[CH2:49][CH2:48][CH:47]([CH2:50][C:51]([O:53][CH2:54][CH3:55])=[O:52])[CH2:46][CH2:45]3)=[N:41][CH:40]=2)=[CH:35][CH:34]=1.[F:56][C:57]1[CH:62]=[C:61]([F:63])[CH:60]=[CH:59][C:58]=1[N:64]=[C:65]=[O:66]. No catalyst specified. The product is [F:56][C:57]1[CH:62]=[C:61]([F:63])[CH:60]=[CH:59][C:58]=1[NH:64][C:65](=[O:66])[NH:32][C:33]1[CH:34]=[CH:35][C:36]([C:39]2[S:43][C:42]([CH:44]3[CH2:45][CH2:46][CH:47]([CH2:50][C:51]([O:53][CH2:54][CH3:55])=[O:52])[CH2:48][CH2:49]3)=[N:41][CH:40]=2)=[CH:37][CH:38]=1. The yield is 0.820. (4) The reactants are [CH2:1]([O:8][C:9]1[CH:10]=[C:11]([OH:23])[CH:12]=[C:13]([O:15][CH2:16][C:17]2[CH:22]=[CH:21][CH:20]=[CH:19][CH:18]=2)[CH:14]=1)[C:2]1[CH:7]=[CH:6][CH:5]=[CH:4][CH:3]=1.O.[O-2].[O-2].[O-2].O=[Si]=O.O=[Si]=O.O=[Si]=O.O=[Si]=O.[Al+3].[Al+3].[CH2:42]([O:49][C:50]1[CH:55]=[C:54](/[CH:56]=[CH:57]/[CH2:58]O)[CH:53]=[CH:52][C:51]=1[OH:60])[C:43]1[CH:48]=[CH:47][CH:46]=[CH:45][CH:44]=1. The catalyst is C(Cl)Cl. The product is [CH2:16]([O:15][C:13]1[C:12]([CH2:58]/[CH:57]=[CH:56]/[C:54]2[CH:53]=[CH:52][C:51]([OH:60])=[C:50]([O:49][CH2:42][C:43]3[CH:48]=[CH:47][CH:46]=[CH:45][CH:44]=3)[CH:55]=2)=[C:11]([OH:23])[CH:10]=[C:9]([O:8][CH2:1][C:2]2[CH:3]=[CH:4][CH:5]=[CH:6][CH:7]=2)[CH:14]=1)[C:17]1[CH:22]=[CH:21][CH:20]=[CH:19][CH:18]=1. The yield is 0.620. (5) The reactants are BrCCBr.C[Si](Cl)(C)C.[CH3:10][O:11][C:12](=[O:21])/[C:13](/I)=[CH:14]\[CH:15]1[CH2:19][CH2:18][CH2:17][CH2:16]1.C1(P(C2C=CC=CC=2)C2C=CC=CC=2)C=CC=CC=1.[F:41][C:42]1[CH:47]=[C:46](I)[CH:45]=[CH:44][C:43]=1[N:49]1[C:53]([CH3:54])=[N:52][N:51]=[N:50]1.[Cl-].[NH4+]. The catalyst is O1CCCC1.[Zn].C1C=CC(/C=C/C(/C=C/C2C=CC=CC=2)=O)=CC=1.C1C=CC(/C=C/C(/C=C/C2C=CC=CC=2)=O)=CC=1.[Pd]. The product is [CH3:10][O:11][C:12](=[O:21])/[C:13](/[C:46]1[CH:45]=[CH:44][C:43]([N:49]2[C:53]([CH3:54])=[N:52][N:51]=[N:50]2)=[C:42]([F:41])[CH:47]=1)=[CH:14]/[CH:15]1[CH2:19][CH2:18][CH2:17][CH2:16]1. The yield is 0.680. (6) The reactants are [C:1]([CH:6]=P(C1C=CC=CC=1)(C1C=CC=CC=1)C1C=CC=CC=1)([O:3][CH2:4][CH3:5])=[O:2].[F:26][C:27]([F:37])([F:36])[C:28]1[CH:33]=[CH:32][C:31]([CH:34]=O)=[CH:30][CH:29]=1. The catalyst is C(Cl)Cl. The product is [F:26][C:27]([F:37])([F:36])[C:28]1[CH:33]=[CH:32][C:31](/[CH:34]=[CH:6]/[C:1]([O:3][CH2:4][CH3:5])=[O:2])=[CH:30][CH:29]=1. The yield is 0.710. (7) The reactants are [CH2:1]([O:3][CH2:4][CH2:5][CH2:6][N:7]([CH2:30][C:31]1[CH:36]=[CH:35][C:34]([CH:37]([CH3:39])[CH3:38])=[CH:33][CH:32]=1)[C:8](=[O:29])[CH2:9][CH2:10][C:11]1[CH:28]=[CH:27][C:14]([O:15][CH2:16][C:17]2[CH:26]=[CH:25][CH:24]=[CH:23][C:18]=2[C:19]([O:21]C)=[O:20])=[CH:13][CH:12]=1)[CH3:2].[Li+].[OH-].CCOC(C)=O. The catalyst is C1COCC1.O. The product is [CH2:1]([O:3][CH2:4][CH2:5][CH2:6][N:7]([CH2:30][C:31]1[CH:36]=[CH:35][C:34]([CH:37]([CH3:38])[CH3:39])=[CH:33][CH:32]=1)[C:8](=[O:29])[CH2:9][CH2:10][C:11]1[CH:28]=[CH:27][C:14]([O:15][CH2:16][C:17]2[CH:26]=[CH:25][CH:24]=[CH:23][C:18]=2[C:19]([OH:21])=[O:20])=[CH:13][CH:12]=1)[CH3:2]. The yield is 0.693.